The task is: Predict the reaction yield, written as a fraction of the theoretical maximum amount of product (1.0 means a 100% yield; for example, 0.34 means a 34% yield).. This data is from Reaction yield outcomes from USPTO patents with 853,638 reactions. (1) The reactants are [CH3:1][O:2][C:3]([C:5]1[CH:13]=[C:12]2[C:8]([CH:9]=[N:10][NH:11]2)=[C:7]([I:14])[CH:6]=1)=[O:4].C([O-])([O-])=O.[Cs+].[Cs+].I[CH:22]([CH3:24])[CH3:23]. The catalyst is CN(C=O)C. The product is [CH3:1][O:2][C:3]([C:5]1[CH:13]=[C:12]2[C:8]([CH:9]=[N:10][N:11]2[CH:22]([CH3:24])[CH3:23])=[C:7]([I:14])[CH:6]=1)=[O:4].[CH3:1][O:2][C:3]([C:5]1[CH:6]=[C:7]([I:14])[C:8]2[C:12]([CH:13]=1)=[N:11][N:10]([CH:22]([CH3:24])[CH3:23])[CH:9]=2)=[O:4]. The yield is 0.500. (2) The reactants are CC(C[AlH]CC(C)C)C.C1(C)C=CC=CC=1.C([O:19][C:20](=O)/[CH:21]=[CH:22]/[C:23]1[CH:35]=[CH:34][C:33]2[C:32]3[C:27](=[CH:28][CH:29]=[CH:30][CH:31]=3)[CH2:26][C:25]=2[CH:24]=1)C.[C@H](O)(C([O-])=O)[C@@H](O)C([O-])=O.[Na+].[K+].[OH-].[Na+]. The catalyst is C1COCC1.CO. The product is [CH:24]1[C:25]2[CH2:26][C:27]3[C:32](=[CH:31][CH:30]=[CH:29][CH:28]=3)[C:33]=2[CH:34]=[CH:35][C:23]=1/[CH:22]=[CH:21]/[CH2:20][OH:19]. The yield is 0.920. (3) The reactants are [F:1][C:2]1[CH:9]=[CH:8][C:5]([CH2:6][NH2:7])=[CH:4][CH:3]=1.C([O:12][C:13]([C:15]1[N:16]=[C:17]2[CH:22]=[CH:21][C:20]([N:23]3[CH2:28][CH2:27][N:26]([C:29](=[O:41])[C:30]4[CH:35]=[C:34]([F:36])[CH:33]=[CH:32][C:31]=4[C:37]([F:40])([F:39])[F:38])[CH2:25][CH2:24]3)=[N:19][N:18]2[CH:42]=1)=O)C. No catalyst specified. The product is [F:1][C:2]1[CH:9]=[CH:8][C:5]([CH2:6][NH:7][C:13]([C:15]2[N:16]=[C:17]3[CH:22]=[CH:21][C:20]([N:23]4[CH2:28][CH2:27][N:26]([C:29](=[O:41])[C:30]5[CH:35]=[C:34]([F:36])[CH:33]=[CH:32][C:31]=5[C:37]([F:38])([F:40])[F:39])[CH2:25][CH2:24]4)=[N:19][N:18]3[CH:42]=2)=[O:12])=[CH:4][CH:3]=1. The yield is 0.380. (4) The reactants are [NH2:1][C:2]1[CH:3]=[CH:4][C:5]([O:11][C:12]([CH:14]2[CH2:19][CH2:18][CH2:17][CH2:16][CH2:15]2)=[O:13])=[C:6]([CH:10]=1)[C:7]([OH:9])=[O:8].[F:20][C:21]1[C:28]([F:29])=[C:27]([C:30]([F:33])([F:32])[F:31])[C:26]([F:34])=[C:25]([F:35])[C:22]=1[CH2:23]Br. The catalyst is [I-].C([N+](CCCC)(CCCC)CCCC)CCC.CN(C=O)C. The product is [CH:14]1([C:12]([O:11][C:5]2[CH:4]=[CH:3][C:2]([NH:1][CH2:23][C:22]3[C:25]([F:35])=[C:26]([F:34])[C:27]([C:30]([F:31])([F:33])[F:32])=[C:28]([F:29])[C:21]=3[F:20])=[CH:10][C:6]=2[C:7]([OH:9])=[O:8])=[O:13])[CH2:19][CH2:18][CH2:17][CH2:16][CH2:15]1. The yield is 0.490.